From a dataset of Full USPTO retrosynthesis dataset with 1.9M reactions from patents (1976-2016). Predict the reactants needed to synthesize the given product. (1) Given the product [Cl:13][C:10]1[C:9]2[C:4](=[CH:5][C:6]([F:15])=[CH:7][C:8]=2[F:14])[N:3]=[C:2]([C:23]2[CH:24]=[CH:25][C:20]([N:18]([CH3:19])[CH3:17])=[N:21][CH:22]=2)[C:11]=1[CH3:12], predict the reactants needed to synthesize it. The reactants are: Cl[C:2]1[C:11]([CH3:12])=[C:10]([Cl:13])[C:9]2[C:4](=[CH:5][C:6]([F:15])=[CH:7][C:8]=2[F:14])[N:3]=1.O.[CH3:17][N:18]([C:20]1[CH:25]=[CH:24][C:23](B(O)O)=[CH:22][N:21]=1)[CH3:19].C(=O)([O-])[O-].[K+].[K+]. (2) The reactants are: CN(C)CC(N1C2C(=CC(OC)=C(NC3N4C(=NC5C(C4=O)=C(F)C=C(F)C=5)C4C=CN(S(C5C=CC(C)=CC=5)(=O)=O)C=4N=3)C=2)CC1)=O.C(N)C.[CH3:52][N:53]([CH3:102])[CH2:54][C:55]([N:57]1[C:65]2[C:60](=[CH:61][C:62]([O:100][CH3:101])=[C:63]([NH:66][C:67]3[N:68]=[C:69]([NH:86][C:87]4[CH:97]=[C:96]([F:98])[CH:95]=[C:94]([F:99])[C:88]=4[C:89]([NH:91][CH2:92][CH3:93])=[O:90])[C:70]4[CH:75]=[CH:74][N:73](S(C5C=CC(C)=CC=5)(=O)=O)[C:71]=4[N:72]=3)[CH:64]=2)[CH2:59][CH2:58]1)=[O:56].[OH-].[Na+]. Given the product [CH3:102][N:53]([CH3:52])[CH2:54][C:55]([N:57]1[C:65]2[C:60](=[CH:61][C:62]([O:100][CH3:101])=[C:63]([NH:66][C:67]3[NH:72][C:71]4=[N:73][CH:74]=[CH:75][C:70]4=[C:69]([NH:86][C:87]4[CH:97]=[C:96]([F:98])[CH:95]=[C:94]([F:99])[C:88]=4[C:89]([NH:91][CH2:92][CH3:93])=[O:90])[N:68]=3)[CH:64]=2)[CH2:59][CH2:58]1)=[O:56], predict the reactants needed to synthesize it. (3) Given the product [Br:20][C:21]1[S:25][C:24]([S:26]([N:14]2[C:15]3[C:11](=[CH:10][C:9]([C:6]4[CH:5]=[CH:4][C:3]([C:2]([F:1])([F:18])[F:19])=[CH:8][CH:7]=4)=[CH:17][CH:16]=3)[CH2:12][CH2:13]2)(=[O:28])=[O:27])=[CH:23][CH:22]=1, predict the reactants needed to synthesize it. The reactants are: [F:1][C:2]([F:19])([F:18])[C:3]1[CH:8]=[CH:7][C:6]([C:9]2[CH:10]=[C:11]3[C:15](=[CH:16][CH:17]=2)[NH:14][CH2:13][CH2:12]3)=[CH:5][CH:4]=1.[Br:20][C:21]1[S:25][C:24]([S:26](Cl)(=[O:28])=[O:27])=[CH:23][CH:22]=1.Cl. (4) Given the product [OH:23][CH:22]([C:24]1[C:32]2[C:27](=[CH:28][CH:29]=[C:30]([C:33]#[N:34])[CH:31]=2)[NH:26][CH:25]=1)[CH2:21][CH2:20][N:17]1[CH2:18][CH2:19][N:14]([C:11]2[CH:12]=[CH:13][C:8]([N:3]3[CH:4]=[CH:5][CH:6]=[CH:7][C:2]3=[O:1])=[CH:9][CH:10]=2)[CH2:15][CH2:16]1, predict the reactants needed to synthesize it. The reactants are: [O:1]=[C:2]1[CH:7]=[CH:6][CH:5]=[CH:4][N:3]1[C:8]1[CH:13]=[CH:12][C:11]([N:14]2[CH2:19][CH2:18][N:17]([CH2:20][CH2:21][C:22]([C:24]3[C:32]4[C:27](=[CH:28][CH:29]=[C:30]([C:33]#[N:34])[CH:31]=4)[NH:26][CH:25]=3)=[O:23])[CH2:16][CH2:15]2)=[CH:10][CH:9]=1.[BH4-].[Na+]. (5) Given the product [CH:18]([O:17][C:15]([N:12]1[CH2:11][CH2:10][CH:9]([O:8][N:7]=[C:4]2[CH2:3][CH2:2][N:1]([C:24]3[C:25]([F:30])=[CH:26][C:27]([CH2:28][OH:29])=[C:22]([Cl:21])[N:23]=3)[CH2:6][CH2:5]2)[CH2:14][CH2:13]1)=[O:16])([CH3:20])[CH3:19], predict the reactants needed to synthesize it. The reactants are: [NH:1]1[CH2:6][CH2:5][C:4](=[N:7][O:8][CH:9]2[CH2:14][CH2:13][N:12]([C:15]([O:17][CH:18]([CH3:20])[CH3:19])=[O:16])[CH2:11][CH2:10]2)[CH2:3][CH2:2]1.[Cl:21][C:22]1[C:27]([CH2:28][OH:29])=[CH:26][C:25]([F:30])=[C:24](Cl)[N:23]=1.C(N(C(C)C)CC)(C)C.C(OCC)(=O)C. (6) The reactants are: FC(F)(F)C([O-])=O.[Cl:8][C:9]1[C:17]2[C:12](=[CH:13][CH:14]=[C:15]([CH:18]([C:24]3[CH:29]=[CH:28][CH:27]=C[CH:25]=3)[CH2:19][C:20]([NH:22][CH3:23])=O)[CH:16]=2)[NH:11][N:10]=1.[NH:30]1C2C(=CC=CC=2C(C2C=CC=CC=2)CCNC)C=C1. Given the product [Cl:8][C:9]1[C:17]2[C:12](=[CH:13][CH:14]=[C:15]([CH:18]([C:24]3[CH:25]=[N:30][CH:27]=[CH:28][CH:29]=3)[CH2:19][CH2:20][NH:22][CH3:23])[CH:16]=2)[NH:11][N:10]=1, predict the reactants needed to synthesize it.